The task is: Predict the reaction yield, written as a fraction of the theoretical maximum amount of product (1.0 means a 100% yield; for example, 0.34 means a 34% yield).. This data is from Reaction yield outcomes from USPTO patents with 853,638 reactions. (1) The reactants are [C:1]([CH:3]1[CH2:8][CH2:7][NH:6][CH2:5][CH2:4]1)#[N:2].[CH2:9]([O:11][C:12]([N:14]1[CH2:20][CH2:19][CH2:18][C:17](=O)[CH2:16][CH2:15]1)=[O:13])[CH3:10].C([BH3-])#N.[Na+]. The product is [C:1]([CH:3]1[CH2:8][CH2:7][N:6]([CH:17]2[CH2:18][CH2:19][CH2:20][N:14]([C:12]([O:11][CH2:9][CH3:10])=[O:13])[CH2:15][CH2:16]2)[CH2:5][CH2:4]1)#[N:2]. The yield is 0.0890. The catalyst is CO.[Cl-].[Zn+2].[Cl-]. (2) The reactants are C1C2C(COC(=O)[NH:17][C@H:18]([C:39]([OH:41])=[O:40])[CH2:19][CH2:20][CH2:21][CH2:22][N:23]([CH2:32][C:33]3[CH:38]=[CH:37][CH:36]=[CH:35][N:34]=3)[CH2:24][C:25](=[O:31])[O:26][C:27]([CH3:30])([CH3:29])[CH3:28])C3C(=CC=CC=3)C=2C=CC=1.N1CCCCC1. The catalyst is CN(C=O)C. The product is [NH2:17][C@@H:18]([CH2:19][CH2:20][CH2:21][CH2:22][N:23]([CH2:24][C:25]([O:26][C:27]([CH3:30])([CH3:29])[CH3:28])=[O:31])[CH2:32][C:33]1[CH:38]=[CH:37][CH:36]=[CH:35][N:34]=1)[C:39]([OH:41])=[O:40]. The yield is 0.700. (3) The reactants are [NH2:1][C:2]1[CH:10]=[C:9]([C:11]([F:14])([F:13])[F:12])[CH:8]=[CH:7][C:3]=1[C:4]([OH:6])=O.N1[CH:19]=[CH:18]N=C1.C(Cl)(=O)C.Cl.[NH2:25][CH:26]1[CH2:31][CH2:30][C:29](=[O:32])[NH:28][C:27]1=[O:33].P(OC1C=CC=CC=1)(OC1C=CC=CC=1)OC1C=CC=CC=1. The catalyst is C(#N)C.CS(C)=O.O. The product is [CH3:18][C:19]1[N:25]([CH:26]2[CH2:31][CH2:30][C:29](=[O:32])[NH:28][C:27]2=[O:33])[C:4](=[O:6])[C:3]2[C:2](=[CH:10][C:9]([C:11]([F:14])([F:13])[F:12])=[CH:8][CH:7]=2)[N:1]=1. The yield is 0.240. (4) The reactants are [CH3:1][C:2]([CH3:25])([CH2:11][CH2:12][CH2:13][N:14]1C(=O)C2=CC=CC=C2C1=O)[CH2:3][O:4][CH:5]1[CH2:10][CH2:9][CH2:8][CH2:7][O:6]1.O.NN. The catalyst is C(O)C.C(Cl)Cl. The product is [NH2:14][CH2:13][CH2:12][CH2:11][C:2]([CH3:25])([CH3:1])[CH2:3][O:4][CH:5]1[CH2:10][CH2:9][CH2:8][CH2:7][O:6]1. The yield is 0.600. (5) The reactants are [N:1]1([C:12]([C:14]2[CH:15]=[C:16]([CH:27]=[CH:28][CH:29]=2)[CH2:17][N:18](C)[C:19](=O)OC(C)(C)C)=[O:13])[C:10]2[C:5](=[CH:6][CH:7]=[CH:8][CH:9]=2)[NH:4][C:3](=[O:11])[CH2:2]1. The catalyst is Cl.O1CCOCC1.C(Cl)(Cl)Cl. The product is [CH3:19][NH:18][CH2:17][C:16]1[CH:15]=[C:14]([CH:29]=[CH:28][CH:27]=1)[C:12]([N:1]1[C:10]2[C:5](=[CH:6][CH:7]=[CH:8][CH:9]=2)[NH:4][C:3](=[O:11])[CH2:2]1)=[O:13]. The yield is 0.490. (6) The reactants are [H-].[Na+].[N+:3]([C:6]1[CH:11]=[CH:10][C:9]([N:12]2[C:19](=[O:20])[C:15]3([CH2:18][CH2:17][CH2:16]3)[NH:14][C:13]2=[O:21])=[CH:8][C:7]=1[C:22]([F:25])([F:24])[F:23])([O-:5])=[O:4].CS(O[CH2:31][CH2:32][CH2:33][CH2:34][CH2:35][CH2:36][CH2:37][CH2:38][CH2:39][S:40][CH2:41][CH2:42][CH2:43][C:44]([F:50])([F:49])[C:45]([F:48])([F:47])[F:46])(=O)=O.O. The catalyst is CN(C=O)C. The product is [N+:3]([C:6]1[CH:11]=[CH:10][C:9]([N:12]2[C:19](=[O:20])[C:15]3([CH2:16][CH2:17][CH2:18]3)[N:14]([CH2:31][CH2:32][CH2:33][CH2:34][CH2:35][CH2:36][CH2:37][CH2:38][CH2:39][S:40][CH2:41][CH2:42][CH2:43][C:44]([F:50])([F:49])[C:45]([F:46])([F:47])[F:48])[C:13]2=[O:21])=[CH:8][C:7]=1[C:22]([F:25])([F:24])[F:23])([O-:5])=[O:4]. The yield is 0.330.